From a dataset of Catalyst prediction with 721,799 reactions and 888 catalyst types from USPTO. Predict which catalyst facilitates the given reaction. (1) The catalyst class is: 18. Product: [F:1][C:2]1[CH:10]=[C:9]2[C:5]([C:6]([C:12]3[N:17]=[C:16]4[C:18]([C:21]([NH:24][C:25]([CH3:36])([CH3:35])[CH2:26][NH:27][C:28](=[O:34])[O:29][C:30]([CH3:32])([CH3:31])[CH3:33])=[O:23])=[CH:19][NH:20][C:15]4=[N:14][CH:13]=3)=[N:7][N:8]2[CH3:11])=[CH:4][CH:3]=1. Reactant: [F:1][C:2]1[CH:10]=[C:9]2[C:5]([C:6]([C:12]3[N:17]=[C:16]4[C:18]([C:21]([OH:23])=O)=[CH:19][NH:20][C:15]4=[N:14][CH:13]=3)=[N:7][N:8]2[CH3:11])=[CH:4][CH:3]=1.[NH2:24][C:25]([CH3:36])([CH3:35])[CH2:26][NH:27][C:28](=[O:34])[O:29][C:30]([CH3:33])([CH3:32])[CH3:31].CN(C(ON1N=NC2C=CC=NC1=2)=[N+](C)C)C.F[P-](F)(F)(F)(F)F.CCN(C(C)C)C(C)C. (2) Reactant: [NH2:1][C:2]1[C:7]([CH:8]=[O:9])=[C:6](Cl)[N:5]=[C:4]([Cl:11])[CH:3]=1.[CH:12]1(B(O)O)[CH2:14][CH2:13]1.C1(P(C2CCCCC2)C2CCCCC2)CCCCC1.P([O-])([O-])([O-])=O.[K+].[K+].[K+]. Product: [NH2:1][C:2]1[C:7]([CH:8]=[O:9])=[C:6]([CH:12]2[CH2:14][CH2:13]2)[N:5]=[C:4]([Cl:11])[CH:3]=1. The catalyst class is: 493. (3) Reactant: [CH3:1][C:2]1([CH3:18])[CH2:7][C@@H:6]([OH:8])[C@H:5]([NH:9][C@@H](C2C=CC=CC=2)C)[CH2:4][O:3]1. Product: [NH2:9][C@@H:5]1[CH2:4][O:3][C:2]([CH3:18])([CH3:1])[CH2:7][C@H:6]1[OH:8]. The catalyst class is: 43.